Task: Predict the reactants needed to synthesize the given product.. Dataset: Full USPTO retrosynthesis dataset with 1.9M reactions from patents (1976-2016) (1) Given the product [NH:1]([C:10]([O:12][C:13]([CH3:16])([CH3:15])[CH3:14])=[O:11])[C@H:2]([C:7]([N:22]([CH3:26])[O:31][CH3:32])=[O:9])[CH2:3][CH:4]([CH3:5])[CH3:6], predict the reactants needed to synthesize it. The reactants are: [NH:1]([C:10]([O:12][C:13]([CH3:16])([CH3:15])[CH3:14])=[O:11])[C@H:2]([C:7]([OH:9])=O)[CH2:3][CH:4]([CH3:6])[CH3:5].F[B-](F)(F)F.[N:22]1([O:31][C:32](N(C)C)=[N+](C)C)[C:26]2C=CC=CC=2N=N1.C1C=CC2N(O)N=NC=2C=1.CCN(C(C)C)C(C)C.CNOC. (2) Given the product [CH3:30][S:31]([O:22][CH2:21][CH2:20][N:4]([CH2:3][CH2:2][Br:1])[C:5]1[C:13]([N+:14]([O-:16])=[O:15])=[CH:12][C:11]([N+:17]([O-:19])=[O:18])=[CH:10][C:6]=1[C:7]([NH2:9])=[O:8])(=[O:33])=[O:32], predict the reactants needed to synthesize it. The reactants are: [Br:1][CH2:2][CH2:3][N:4]([CH2:20][CH2:21][OH:22])[C:5]1[C:13]([N+:14]([O-:16])=[O:15])=[CH:12][C:11]([N+:17]([O-:19])=[O:18])=[CH:10][C:6]=1[C:7]([NH2:9])=[O:8].CCN(CC)CC.[CH3:30][S:31](Cl)(=[O:33])=[O:32].C([O-])(O)=O.[Na+].